From a dataset of Forward reaction prediction with 1.9M reactions from USPTO patents (1976-2016). Predict the product of the given reaction. (1) The product is: [C:25]([O:29][C:30](=[O:36])[C:31]([CH3:35])([CH3:34])[CH2:32][NH:33][C:3]([C:5]1[N:6]=[C:7]([C:23]#[N:24])[C:8]2[C:13]([C:14]=1[OH:15])=[CH:12][CH:11]=[C:10]([CH2:16][C:17]1[CH:22]=[CH:21][CH:20]=[CH:19][CH:18]=1)[CH:9]=2)=[O:4])([CH3:28])([CH3:26])[CH3:27]. Given the reactants CO[C:3]([C:5]1[N:6]=[C:7]([C:23]#[N:24])[C:8]2[C:13]([C:14]=1[OH:15])=[CH:12][CH:11]=[C:10]([CH2:16][C:17]1[CH:22]=[CH:21][CH:20]=[CH:19][CH:18]=1)[CH:9]=2)=[O:4].[C:25]([O:29][C:30](=[O:36])[C:31]([CH3:35])([CH3:34])[CH2:32][NH2:33])([CH3:28])([CH3:27])[CH3:26], predict the reaction product. (2) Given the reactants [OH:1][C:2]1[CH:7]=[CH:6][C:5]([C:8]2[CH:9]=[C:10]3[C:14](=[CH:15][CH:16]=2)[CH:13]([C:17]([O:19]C)=[O:18])[CH2:12][CH2:11]3)=[CH:4][CH:3]=1.Cl[CH2:22][C:23]1[C:24]([C:31]2[C:36]([Cl:37])=[CH:35][CH:34]=[CH:33][C:32]=2[Cl:38])=[N:25][O:26][C:27]=1[CH:28]([CH3:30])[CH3:29].C(=O)([O-])[O-:40].[K+].[K+].[OH-].[Na+], predict the reaction product. The product is: [Cl:38][C:32]1[CH:33]=[CH:34][CH:35]=[C:36]([Cl:37])[C:31]=1[C:24]1[C:23]([CH2:22][O:1][C:2]2[CH:3]=[CH:4][C:5]([C:8]3[CH:9]=[C:10]4[C:14](=[CH:15][CH:16]=3)[C:13]([OH:40])([C:17]([OH:19])=[O:18])[CH2:12][CH2:11]4)=[CH:6][CH:7]=2)=[C:27]([CH:28]([CH3:30])[CH3:29])[O:26][N:25]=1. (3) Given the reactants [CH3:1][CH:2]([CH:8]=O)[C:3]([O:5]CC)=O.Cl.[CH2:11]([NH:18][NH2:19])[C:12]1[CH:17]=[CH:16][CH:15]=[CH:14][CH:13]=1, predict the reaction product. The product is: [CH2:11]([N:18]1[C:3]([OH:5])=[C:2]([CH3:1])[CH:8]=[N:19]1)[C:12]1[CH:17]=[CH:16][CH:15]=[CH:14][CH:13]=1. (4) Given the reactants [Br:1][C:2]1[CH:3]=[C:4]([CH:8]([NH2:10])[CH3:9])[CH:5]=[CH:6][CH:7]=1.C(N(C(C)C)CC)(C)C.Br[CH2:21][C:22]([C:24]1[CH:29]=[CH:28][C:27]([Cl:30])=[CH:26][CH:25]=1)=[O:23], predict the reaction product. The product is: [Br:1][C:2]1[CH:3]=[C:4]([CH:8]([NH:10][CH2:21][C:22]([C:24]2[CH:29]=[CH:28][C:27]([Cl:30])=[CH:26][CH:25]=2)=[O:23])[CH3:9])[CH:5]=[CH:6][CH:7]=1. (5) Given the reactants [OH-].[OH-].[Sr+2:3].NC(N)=O.[C:8](=[O:11])([O-:10])[O-:9], predict the reaction product. The product is: [C:8](=[O:9])([O-:11])[O-:10].[Sr+2:3].[C:8](=[O:9])([O-:11])[O-:10]. (6) Given the reactants [CH:1]1[C:13]2[CH:12]([CH2:14][O:15][C:16]([NH:18][C@H:19]([C:25]([OH:27])=[O:26])[CH2:20][CH2:21][CH2:22][CH2:23][NH2:24])=[O:17])[C:11]3[C:6](=[CH:7][CH:8]=[CH:9][CH:10]=3)[C:5]=2[CH:4]=[CH:3][CH:2]=1.[C:28]1([S:38](Cl)(=[O:40])=[O:39])[C:37]2[C:32](=[CH:33][CH:34]=[CH:35][CH:36]=2)[CH:31]=[CH:30][CH:29]=1, predict the reaction product. The product is: [C:28]1([S:38]([NH:24][CH2:23][CH2:22][CH2:21][CH2:20][C@@H:19]([C:25]([OH:27])=[O:26])[NH:18][C:16]([O:15][CH2:14][CH:12]2[C:11]3[CH:10]=[CH:9][CH:8]=[CH:7][C:6]=3[C:5]3[C:13]2=[CH:1][CH:2]=[CH:3][CH:4]=3)=[O:17])(=[O:40])=[O:39])[C:37]2[C:32](=[CH:33][CH:34]=[CH:35][CH:36]=2)[CH:31]=[CH:30][CH:29]=1. (7) Given the reactants [CH:1]1([CH2:7][N:8]([CH3:20])[C:9](=[O:19])[C:10]2[CH:15]=[CH:14][C:13]([N+:16]([O-])=O)=[CH:12][CH:11]=2)[CH2:6][CH2:5][CH2:4][CH2:3][CH2:2]1.[H][H], predict the reaction product. The product is: [NH2:16][C:13]1[CH:14]=[CH:15][C:10]([C:9]([N:8]([CH2:7][CH:1]2[CH2:2][CH2:3][CH2:4][CH2:5][CH2:6]2)[CH3:20])=[O:19])=[CH:11][CH:12]=1. (8) Given the reactants [Cl:1][C:2]1[C:10]2[N:9]=[C:8]3[N:11]([C:15]4[CH:20]=[CH:19][C:18]([Br:21])=[CH:17][C:16]=4[CH3:22])[CH2:12][CH2:13][CH2:14][N:7]3[C:6]=2[C:5]([CH2:23][OH:24])=[CH:4][CH:3]=1.CC(OI1(OC(C)=O)(OC(C)=O)OC(=O)C2C=CC=CC1=2)=O, predict the reaction product. The product is: [Cl:1][C:2]1[CH:3]=[CH:4][C:5]([CH:23]=[O:24])=[C:6]2[C:10]=1[N:9]=[C:8]1[N:11]([C:15]3[CH:20]=[CH:19][C:18]([Br:21])=[CH:17][C:16]=3[CH3:22])[CH2:12][CH2:13][CH2:14][N:7]21. (9) Given the reactants [CH:1]1([C:7]([C:9]2[O:10][C:11]3[CH:20]=[CH:19][C:18]([F:21])=[CH:17][C:12]=3[C:13]=2[CH2:14][O:15][CH3:16])=O)[CH2:6][CH2:5][CH2:4][CH2:3][CH2:2]1.[NH2:22][C:23]1[CH:32]=[CH:31][C:26]([C:27]([O:29][CH3:30])=[O:28])=[CH:25][CH:24]=1.C(=O)([O-])O.[Na+].C([BH3-])#N.[Na+], predict the reaction product. The product is: [CH:1]1([CH:7]([NH:22][C:23]2[CH:24]=[CH:25][C:26]([C:27]([O:29][CH3:30])=[O:28])=[CH:31][CH:32]=2)[C:9]2[O:10][C:11]3[CH:20]=[CH:19][C:18]([F:21])=[CH:17][C:12]=3[C:13]=2[CH2:14][O:15][CH3:16])[CH2:6][CH2:5][CH2:4][CH2:3][CH2:2]1.